From a dataset of Reaction yield outcomes from USPTO patents with 853,638 reactions. Predict the reaction yield, written as a fraction of the theoretical maximum amount of product (1.0 means a 100% yield; for example, 0.34 means a 34% yield). (1) The reactants are C(N(CC)CC)C.C(Cl)(Cl)Cl.[NH2:12][C:13]1[C:14]([S:22][CH3:23])=[N:15][C:16]([CH3:21])=[CH:17][C:18]=1[S:19][CH3:20].[Br:24][CH2:25][C:26](Br)=[O:27]. The catalyst is O. The product is [Br:24][CH2:25][C:26]([NH:12][C:13]1[C:14]([S:22][CH3:23])=[N:15][C:16]([CH3:21])=[CH:17][C:18]=1[S:19][CH3:20])=[O:27]. The yield is 0.130. (2) The reactants are [CH3:1][C:2]1[C:3]([CH2:9][N:10]([CH2:17][C:18]2[C:23]([C:24]([O:27][CH3:28])([CH3:26])[CH3:25])=[CH:22][CH:21]=[CH:20][N:19]=2)[CH:11]2[CH2:16][CH2:15][NH:14][CH2:13][CH2:12]2)=[N:4][CH:5]=[C:6]([CH3:8])[CH:7]=1.[O:29]([C:36]([NH:38][OH:39])=O)C1C=CC=CC=1. The catalyst is C1COCC1. The product is [OH:39][NH:38][C:36]([N:14]1[CH2:13][CH2:12][CH:11]([N:10]([CH2:9][C:3]2[C:2]([CH3:1])=[CH:7][C:6]([CH3:8])=[CH:5][N:4]=2)[CH2:17][C:18]2[C:23]([C:24]([O:27][CH3:28])([CH3:25])[CH3:26])=[CH:22][CH:21]=[CH:20][N:19]=2)[CH2:16][CH2:15]1)=[O:29]. The yield is 0.540. (3) The reactants are C(OC([N:8]1[CH2:13][CH2:12][CH:11]([O:14][CH3:15])[CH:10]([C:16]([F:19])([F:18])[F:17])[CH2:9]1)=O)(C)(C)C.[ClH:20]. The catalyst is O1CCOCC1. The product is [ClH:20].[CH3:15][O:14][CH:11]1[CH2:12][CH2:13][NH:8][CH2:9][CH:10]1[C:16]([F:19])([F:17])[F:18]. The yield is 0.820.